Dataset: Reaction yield outcomes from USPTO patents with 853,638 reactions. Task: Predict the reaction yield, written as a fraction of the theoretical maximum amount of product (1.0 means a 100% yield; for example, 0.34 means a 34% yield). The reactants are Cl[C:2]1[N:3]=[C:4]([N:22]2[CH2:27][CH2:26][O:25][CH2:24][CH2:23]2)[C:5]2[S:10][C:9]([CH2:11][N:12]3[CH2:17][CH2:16][N:15]([S:18]([CH3:21])(=[O:20])=[O:19])[CH2:14][CH2:13]3)=[CH:8][C:6]=2[N:7]=1.C(OC(=O)[NH:34][C:35]1[S:36][C:37]([Sn](CCCC)(CCCC)CCCC)=[CH:38][N:39]=1)(C)(C)C. The catalyst is CC(N(C)C)=O.C1C=CC([P]([Pd]([P](C2C=CC=CC=2)(C2C=CC=CC=2)C2C=CC=CC=2)([P](C2C=CC=CC=2)(C2C=CC=CC=2)C2C=CC=CC=2)[P](C2C=CC=CC=2)(C2C=CC=CC=2)C2C=CC=CC=2)(C2C=CC=CC=2)C2C=CC=CC=2)=CC=1. The product is [O:25]1[CH2:26][CH2:27][N:22]([C:4]2[C:5]3[S:10][C:9]([CH2:11][N:12]4[CH2:17][CH2:16][N:15]([S:18]([CH3:21])(=[O:20])=[O:19])[CH2:14][CH2:13]4)=[CH:8][C:6]=3[N:7]=[C:2]([C:37]3[S:36][C:35]([NH2:34])=[N:39][CH:38]=3)[N:3]=2)[CH2:23][CH2:24]1. The yield is 0.360.